This data is from Full USPTO retrosynthesis dataset with 1.9M reactions from patents (1976-2016). The task is: Predict the reactants needed to synthesize the given product. (1) Given the product [C:8]([O:10][CH2:19][C@@H:17]([OH:18])[C@@H:16]([C:1]([O:2][C:30]([CH3:35])([CH3:32])[CH3:29])=[O:4])[CH2:15][O:14][CH2:11][CH:12]=[CH2:13])(=[O:9])[CH3:7], predict the reactants needed to synthesize it. The reactants are: [C:1](=[O:4])([O-])[O-:2].[Li+].[Li+].[CH3:7][C:8]([OH:10])=[O:9].[CH2:11]([O:14][CH2:15][C@H:16](NC(=O)OC(C)(C)C)[C@H:17]1[CH2:19][O:18]1)[CH:12]=[CH2:13].C(O)(=O)[CH2:29][C:30]([CH2:35]C(O)=O)([C:32](O)=O)O. (2) Given the product [C:7]1([C:6]2[N:18]=[C:16]([OH:17])[N:15]=[C:4]([OH:14])[CH:5]=2)[CH:8]=[CH:9][CH:10]=[CH:11][CH:12]=1, predict the reactants needed to synthesize it. The reactants are: C(O[C:4](=[O:14])[CH2:5][C:6](=O)[C:7]1[CH:12]=[CH:11][CH:10]=[CH:9][CH:8]=1)C.[NH2:15][C:16]([NH2:18])=[O:17]. (3) Given the product [CH2:1]([O:8][C:9]1[CH:10]=[CH:11][C:12]([NH:15][C:16]2[C:25]3[C:20](=[CH:21][CH:22]=[C:23]([C:26]4[O:30][C:29]([CH2:31][NH:33][C:34]5[CH:35]=[N:36][CH:37]=[CH:38][CH:39]=5)=[CH:28][CH:27]=4)[CH:24]=3)[N:19]=[CH:18][N:17]=2)=[CH:13][CH:14]=1)[C:2]1[CH:3]=[CH:4][CH:5]=[CH:6][CH:7]=1, predict the reactants needed to synthesize it. The reactants are: [CH2:1]([O:8][C:9]1[CH:14]=[CH:13][C:12]([NH:15][C:16]2[C:25]3[C:20](=[CH:21][CH:22]=[C:23]([C:26]4[O:30][C:29]([CH:31]=O)=[CH:28][CH:27]=4)[CH:24]=3)[N:19]=[CH:18][N:17]=2)=[CH:11][CH:10]=1)[C:2]1[CH:7]=[CH:6][CH:5]=[CH:4][CH:3]=1.[NH2:33][C:34]1[CH:35]=[N:36][CH:37]=[CH:38][CH:39]=1. (4) Given the product [ClH:1].[CH3:25][NH:26][CH2:2][CH2:3][CH2:4][CH:5]1[S:10][C:9]2[CH:11]=[CH:12][CH:13]=[CH:14][C:8]=2[N:7]([C:15]2[CH:20]=[CH:19][CH:18]=[C:17]([O:21][CH3:22])[CH:16]=2)[S:6]1(=[O:24])=[O:23], predict the reactants needed to synthesize it. The reactants are: [Cl:1][CH2:2][CH2:3][CH2:4][CH:5]1[S:10][C:9]2[CH:11]=[CH:12][CH:13]=[CH:14][C:8]=2[N:7]([C:15]2[CH:20]=[CH:19][CH:18]=[C:17]([O:21][CH3:22])[CH:16]=2)[S:6]1(=[O:24])=[O:23].[CH3:25][NH2:26].Cl.